Dataset: Reaction yield outcomes from USPTO patents with 853,638 reactions. Task: Predict the reaction yield, written as a fraction of the theoretical maximum amount of product (1.0 means a 100% yield; for example, 0.34 means a 34% yield). The reactants are [C:1]1([CH:7]2[C:16]3[C:11]4=[C:12]([CH:18]([C:21]5[CH:26]=[CH:25][CH:24]=[CH:23][CH:22]=5)[CH2:19][CH2:20][N:10]4[CH2:9][CH2:8]2)[CH:13]=[C:14]([NH2:17])[CH:15]=3)[CH:6]=[CH:5][CH:4]=[CH:3][CH:2]=1.C(N(CC)CC)C.[CH3:34][N:35]([CH3:39])[C:36](Cl)=[O:37]. The catalyst is ClCCl. The product is [C:21]1([CH:18]2[C:12]3[C:11]4=[C:16]([CH:7]([C:1]5[CH:2]=[CH:3][CH:4]=[CH:5][CH:6]=5)[CH2:8][CH2:9][N:10]4[CH2:20][CH2:19]2)[CH:15]=[C:14]([NH:17][C:36](=[O:37])[N:35]([CH3:39])[CH3:34])[CH:13]=3)[CH:26]=[CH:25][CH:24]=[CH:23][CH:22]=1. The yield is 0.490.